From a dataset of Serine/threonine kinase 33 screen with 319,792 compounds. Binary Classification. Given a drug SMILES string, predict its activity (active/inactive) in a high-throughput screening assay against a specified biological target. (1) The drug is S(=O)(=O)(/C(=C\c1c(N2CCN(CC2)CC)nc2n(c1=O)cccc2C)C#N)c1ccc(cc1)C. The result is 0 (inactive). (2) The molecule is S(=O)(=O)(c1cc2c(n(c1=N)C)nc1n(c2=O)cccc1)c1ccccc1. The result is 0 (inactive). (3) The compound is Clc1c(OCCSc2n(c(nn2)c2ccncc2)C)cccc1. The result is 0 (inactive).